Dataset: Catalyst prediction with 721,799 reactions and 888 catalyst types from USPTO. Task: Predict which catalyst facilitates the given reaction. (1) Reactant: CC1(C)COB([C:8]2[CH:9]=[CH:10][C:11](=[O:22])[N:12]([C:14]3[C:19]([C:20]#[N:21])=[CH:18][CH:17]=[CH:16][N:15]=3)[CH:13]=2)OC1.Br[C:25]1[N:29]2[N:30]=[CH:31][C:32]([C:34]([OH:37])([CH3:36])[CH3:35])=[N:33][C:28]2=[N:27][CH:26]=1.O1CCOCC1.C(=O)([O-])[O-].[Na+].[Na+]. Product: [OH:37][C:34]([C:32]1[CH:31]=[N:30][N:29]2[C:25]([C:8]3[CH:9]=[CH:10][C:11](=[O:22])[N:12]([C:14]4[C:19]([C:20]#[N:21])=[CH:18][CH:17]=[CH:16][N:15]=4)[CH:13]=3)=[CH:26][N:27]=[C:28]2[N:33]=1)([CH3:36])[CH3:35]. The catalyst class is: 535. (2) Reactant: CS(O[CH2:6][CH2:7][NH:8][C:9]1[C:13]([C:14]2[N:18]([C:19]3[CH:24]=[CH:23][CH:22]=[C:21]([C:25]([F:28])([F:27])[F:26])[CH:20]=3)[C:17](=[O:29])[O:16][N:15]=2)=[N:12][O:11][N:10]=1)(=O)=O.[N-:30]=[N+:31]=[N-:32].[Na+].O. Product: [N:30]([CH2:6][CH2:7][NH:8][C:9]1[C:13]([C:14]2[N:18]([C:19]3[CH:24]=[CH:23][CH:22]=[C:21]([C:25]([F:28])([F:27])[F:26])[CH:20]=3)[C:17](=[O:29])[O:16][N:15]=2)=[N:12][O:11][N:10]=1)=[N+:31]=[N-:32]. The catalyst class is: 9. (3) Reactant: [C:1]([O:5]C(NCC1C=CC=CC=1F)=O)(C)(C)C.[CH2:17](N(CC)CC)C.[C:35](OC(OC(O[C:35]([CH3:38])([CH3:37])[CH3:36])=O)=O)([CH3:38])([CH3:37])[CH3:36].Cl.Br[C:41]1[CH:48]=[CH:47][C:44]([CH2:45][NH2:46])=[C:43]([F:49])[CH:42]=1. Product: [CH3:17][C:35]([CH3:36])([CH3:37])[CH2:38][C:1]([C:41]1[CH:48]=[CH:47][C:44]([CH2:45][NH2:46])=[C:43]([F:49])[CH:42]=1)=[O:5]. The catalyst class is: 4. (4) Reactant: [C:1]([O:5][C:6]([N:8]1[CH2:13][CH2:12][N:11]([C:14]2[CH:19]=[CH:18][C:17]([C:20](O)=[O:21])=[CH:16][CH:15]=2)[CH2:10][CH2:9]1)=[O:7])([CH3:4])([CH3:3])[CH3:2].[NH2:23][C:24]1[S:25][CH:26]=[CH:27][N:28]=1.CCN=C=N[CH2:34][CH2:35][CH2:36]N(C)C.Cl.[CH3:41]N(C=O)C. Product: [C:1]([O:5][C:6]([N:8]1[CH2:13][CH2:12][N:11]([C:14]2[CH:15]=[CH:16][C:17]([C:20](=[O:21])[NH:23][C:24]3[S:25][C:26]4[CH:34]=[CH:35][CH:36]=[CH:41][C:27]=4[N:28]=3)=[CH:18][CH:19]=2)[CH2:10][CH2:9]1)=[O:7])([CH3:2])([CH3:3])[CH3:4]. The catalyst class is: 142. (5) Reactant: [C:1]([O:5][C:6]([NH:8][C@@H:9]1[C:15](=[O:16])[NH:14][C:13]2[CH:17]=[CH:18][CH:19]=[CH:20][C:12]=2[N:11]([C:21]([C:23]2[CH:50]=[CH:49][C:26]([C:27]([N:29]3[C:35]4[CH:36]=[CH:37][CH:38]=[CH:39][C:34]=4[NH:33][C:32](=[O:40])[C@@H:31]([NH:41][C:42](=[O:48])[O:43][C:44]([CH3:47])([CH3:46])[CH3:45])[CH2:30]3)=[O:28])=[CH:25][CH:24]=2)=[O:22])[CH2:10]1)=[O:7])([CH3:4])([CH3:3])[CH3:2].[Br:51][C:52]1[CH:53]=[C:54]2[C:59](=[CH:60][CH:61]=1)[C:58]([CH2:62]Cl)=[C:57]([O:64][CH3:65])[CH:56]=[CH:55]2.[C:66](=[O:69])([O-])[O-].[Cs+].[Cs+]. Product: [Br:51][C:52]1[CH:53]=[C:54]2[C:59](=[CH:60][CH:61]=1)[C:58]([CH2:62][N:33]1[C:34]3[CH:39]=[CH:38][CH:37]=[CH:36][C:35]=3[N:29]([C:27](=[O:28])[C:26]3[CH:25]=[CH:24][C:23]([C:21]([N:11]4[C:12]5[CH:20]=[CH:19][CH:18]=[CH:17][C:13]=5[N:14]([CH2:62][C:58]5[C:59]6[C:54](=[CH:53][C:52]([Br:51])=[CH:61][CH:60]=6)[CH:55]=[CH:56][C:57]=5[O:69][CH3:66])[C:15](=[O:16])[C@@H:9]([NH:8][C:6]([O:5][C:1]([CH3:4])([CH3:2])[CH3:3])=[O:7])[CH2:10]4)=[O:22])=[CH:50][CH:49]=3)[CH2:30][C@H:31]([NH:41][C:42](=[O:48])[O:43][C:44]([CH3:47])([CH3:46])[CH3:45])[C:32]1=[O:40])=[C:57]([O:64][CH3:65])[CH:56]=[CH:55]2. The catalyst class is: 39. (6) Reactant: [OH:1][CH:2]1[CH2:7][CH2:6][CH2:5][CH2:4][CH:3]1[NH:8][C:9]([C:11]1[N:12]=[C:13]([C:26]2[CH:31]=[CH:30][C:29]([Cl:32])=[CH:28][C:27]=2[Cl:33])[N:14]([C:18]2[CH:23]=[CH:22][C:21]([O:24]C)=[CH:20][CH:19]=2)[C:15]=1[CH2:16][OH:17])=[O:10].B(Br)(Br)Br.Cl. Product: [OH:1][C@H:2]1[CH2:7][CH2:6][CH2:5][CH2:4][C@H:3]1[NH:8][C:9]([C:11]1[N:12]=[C:13]([C:26]2[CH:31]=[CH:30][C:29]([Cl:32])=[CH:28][C:27]=2[Cl:33])[N:14]([C:18]2[CH:19]=[CH:20][C:21]([OH:24])=[CH:22][CH:23]=2)[C:15]=1[CH2:16][OH:17])=[O:10]. The catalyst class is: 4. (7) Reactant: [CH3:1][C@@H:2]([CH2:21][CH:22]=[CH2:23])[C:3]([O:5][CH2:6][C@@H:7]([NH:13][C:14](=[O:20])[C@@H:15]([CH3:19])[CH2:16]C=C)[C:8]1[S:9][CH:10]=[CH:11][CH:12]=1)=[O:4]. Product: [CH3:19][C@H:15]1[CH2:16][CH:23]=[CH:22][CH2:21][C@@H:2]([CH3:1])[C:3](=[O:4])[O:5][CH2:6][C@@H:7]([C:8]2[S:9][CH:10]=[CH:11][CH:12]=2)[NH:13][C:14]1=[O:20]. The catalyst class is: 11.